Dataset: Forward reaction prediction with 1.9M reactions from USPTO patents (1976-2016). Task: Predict the product of the given reaction. (1) The product is: [ClH:31].[CH3:30][N:2]([CH3:1])[C:3]1([C:24]2[CH:29]=[CH:28][CH:27]=[CH:26][CH:25]=2)[CH2:8][CH2:7][CH:6]([CH2:9][C:10]([NH:12][CH2:13][CH2:14][C:15]2[C:23]3[C:18](=[CH:19][CH:20]=[CH:21][CH:22]=3)[NH:17][CH:16]=2)=[O:11])[CH2:5][CH2:4]1. Given the reactants [CH3:1][N:2]([CH3:30])[C:3]1([C:24]2[CH:29]=[CH:28][CH:27]=[CH:26][CH:25]=2)[CH2:8][CH2:7][CH:6]([CH2:9][C:10]([NH:12][CH2:13][CH2:14][C:15]2[C:23]3[C:18](=[CH:19][CH:20]=[CH:21][CH:22]=3)[NH:17][CH:16]=2)=[O:11])[CH2:5][CH2:4]1.[Cl:31][Si](C)(C)C, predict the reaction product. (2) Given the reactants C[N:2]([CH:4]=[C:5]1[C:11](=O)[CH2:10][CH2:9][CH2:8][CH2:7][C:6]1=[O:13])C.Cl.[C:15]([NH:19]N)([CH3:18])([CH3:17])[CH3:16], predict the reaction product. The product is: [C:15]([N:19]1[C:11]2[CH2:10][CH2:9][CH2:8][CH2:7][C:6](=[O:13])[C:5]=2[CH:4]=[N:2]1)([CH3:18])([CH3:17])[CH3:16]. (3) Given the reactants C([O:3][C:4]([C:6]1[CH:7]=[CH:8][N:9]2[C:14]=1[CH2:13][CH2:12][CH2:11][CH2:10]2)=[O:5])C.O.[OH-].[K+].Cl, predict the reaction product. The product is: [C:6]1([C:4]([OH:5])=[O:3])[CH:7]=[CH:8][N:9]2[C:14]=1[CH2:13][CH2:12][CH2:11][CH2:10]2. (4) Given the reactants C([O:3][C:4]([C:6]1[N:7]([C:21]2[CH:26]=[CH:25][CH:24]=[C:23]([C:27]([O:29]C)=[O:28])[CH:22]=2)[C:8]2[C:13]([C:14]=1[CH2:15][C:16]([O:18]CC)=[O:17])=[CH:12][CH:11]=[CH:10][CH:9]=2)=[O:5])C.[OH-].[Na+], predict the reaction product. The product is: [C:16]([CH2:15][C:14]1[C:13]2[C:8](=[CH:9][CH:10]=[CH:11][CH:12]=2)[N:7]([C:21]2[CH:26]=[CH:25][CH:24]=[C:23]([C:27]([OH:29])=[O:28])[CH:22]=2)[C:6]=1[C:4]([OH:5])=[O:3])([OH:18])=[O:17]. (5) Given the reactants [CH3:1][C:2]1[CH:7]=[CH:6][CH:5]=[CH:4][C:3]=1[CH:8]([C:10]1[CH:15]=[CH:14][CH:13]=[CH:12][CH:11]=1)O.P(Br)(Br)[Br:17].O, predict the reaction product. The product is: [Br:17][CH:8]([C:10]1[CH:15]=[CH:14][CH:13]=[CH:12][CH:11]=1)[C:3]1[CH:4]=[CH:5][CH:6]=[CH:7][C:2]=1[CH3:1].